This data is from Reaction yield outcomes from USPTO patents with 853,638 reactions. The task is: Predict the reaction yield, written as a fraction of the theoretical maximum amount of product (1.0 means a 100% yield; for example, 0.34 means a 34% yield). (1) The reactants are Br[C:2]1[C:3]([O:18][CH:19]2[CH2:22][CH2:21][CH2:20]2)=[C:4]2[C:9](=[CH:10][CH:11]=1)[N:8]([C:12]([CH:14]1[CH2:16][CH2:15]1)=[O:13])[C@@H:7]([CH3:17])[CH2:6][CH2:5]2.CC1(C)OB([C:29]2[CH:30]=[N:31][N:32]([CH:34]3[CH2:39][CH2:38][N:37]([C:40]([O:42][C:43]([CH3:46])([CH3:45])[CH3:44])=[O:41])[CH2:36][CH2:35]3)[CH:33]=2)OC1(C)C.C(=O)([O-])[O-].[K+].[K+].O1CCOCC1. The catalyst is C1C=CC(P(C2C=CC=CC=2)[C-]2C=CC=C2)=CC=1.C1C=CC(P(C2C=CC=CC=2)[C-]2C=CC=C2)=CC=1.Cl[Pd]Cl.[Fe+2].ClCCl.O. The product is [CH:19]1([O:18][C:3]2[C:2]([C:29]3[CH:30]=[N:31][N:32]([CH:34]4[CH2:35][CH2:36][N:37]([C:40]([O:42][C:43]([CH3:46])([CH3:45])[CH3:44])=[O:41])[CH2:38][CH2:39]4)[CH:33]=3)=[CH:11][CH:10]=[C:9]3[C:4]=2[CH2:5][CH2:6][C@H:7]([CH3:17])[N:8]3[C:12]([CH:14]2[CH2:16][CH2:15]2)=[O:13])[CH2:22][CH2:21][CH2:20]1. The yield is 0.750. (2) The reactants are [OH:1][C@H:2]1[C:10]2[C:5](=[CH:6][CH:7]=[CH:8][CH:9]=2)[CH2:4][C@:3]1([CH2:20][C:21]1[CH:29]=[CH:28][C:24]([C:25](O)=[O:26])=[CH:23][CH:22]=1)[C:11]1[CH2:12][C:13]2[C:18]([CH:19]=1)=[CH:17][CH:16]=[CH:15][CH:14]=2.CC(OC(OC(OC(C)(C)C)=O)=O)(C)C.[N:45]1C=CC=CC=1.C(=O)(O)[O-].[NH4+]. The catalyst is CS(C)=O.O. The product is [OH:1][C@H:2]1[C:10]2[C:5](=[CH:6][CH:7]=[CH:8][CH:9]=2)[CH2:4][C@:3]1([CH2:20][C:21]1[CH:29]=[CH:28][C:24]([C:25]([NH2:45])=[O:26])=[CH:23][CH:22]=1)[C:11]1[CH2:12][C:13]2[C:18]([CH:19]=1)=[CH:17][CH:16]=[CH:15][CH:14]=2. The yield is 0.590.